Dataset: Forward reaction prediction with 1.9M reactions from USPTO patents (1976-2016). Task: Predict the product of the given reaction. Given the reactants [F:1][C:2]1[CH:7]=[C:6]([O:8][CH3:9])[CH:5]=[C:4]([F:10])[C:3]=1[C:11]1[C:12]([CH3:27])=[N:13][N:14]([CH3:26])[C:15]=1[O:16][C:17]1[C:22]([F:23])=[CH:21][C:20](N)=[CH:19][C:18]=1[F:25].N(OC(C)(C)C)=O.[ClH:35], predict the reaction product. The product is: [Cl:35][C:20]1[CH:21]=[C:22]([F:23])[C:17]([O:16][C:15]2[N:14]([CH3:26])[N:13]=[C:12]([CH3:27])[C:11]=2[C:3]2[C:2]([F:1])=[CH:7][C:6]([O:8][CH3:9])=[CH:5][C:4]=2[F:10])=[C:18]([F:25])[CH:19]=1.